Predict which catalyst facilitates the given reaction. From a dataset of Catalyst prediction with 721,799 reactions and 888 catalyst types from USPTO. (1) Reactant: C([Li])CCC.CCCCCC.Br[C:13]1[C:14]([O:21][CH3:22])=[N:15][C:16]([O:19][CH3:20])=[N:17][CH:18]=1.[Cl:23][C:24]1[CH:25]=[C:26]2[C:30](=[CH:31][CH:32]=1)[NH:29][C:28](=[O:33])[C:27]2=[O:34].[Cl-].[NH4+]. Product: [Cl:23][C:24]1[CH:25]=[C:26]2[C:30](=[CH:31][CH:32]=1)[NH:29][C:28](=[O:33])[C:27]2([C:13]1[C:14]([O:21][CH3:22])=[N:15][C:16]([O:19][CH3:20])=[N:17][CH:18]=1)[OH:34]. The catalyst class is: 1. (2) Reactant: [C:1]([O:5][C:6]([NH:8][C@@H:9]([C:21]([OH:23])=O)[CH2:10][C:11]1[CH:16]=[CH:15][C:14]([C:17]([F:20])([F:19])[F:18])=[CH:13][CH:12]=1)=[O:7])([CH3:4])([CH3:3])[CH3:2].CCN(C(C)C)C(C)C.Cl.[CH3:34][O:35][C:36]1[CH:37]=[C:38]([C:44]2[C@@H:53]3[C@@H:48]([CH2:49][CH2:50][CH2:51][CH2:52]3)[C:47](=[O:54])[N:46]([CH:55]3[CH2:60][CH2:59][NH:58][CH2:57][CH2:56]3)[N:45]=2)[CH:39]=[CH:40][C:41]=1[O:42][CH3:43].CCOC(C(C#N)=NOC(N1CCOCC1)=[N+](C)C)=O.F[P-](F)(F)(F)(F)F.C(=O)(O)[O-].[Na+]. Product: [CH3:34][O:35][C:36]1[CH:37]=[C:38]([C:44]2[C@@H:53]3[C@@H:48]([CH2:49][CH2:50][CH2:51][CH2:52]3)[C:47](=[O:54])[N:46]([CH:55]3[CH2:56][CH2:57][N:58]([C:21](=[O:23])[C@H:9]([NH:8][C:6](=[O:7])[O:5][C:1]([CH3:3])([CH3:4])[CH3:2])[CH2:10][C:11]4[CH:16]=[CH:15][C:14]([C:17]([F:19])([F:20])[F:18])=[CH:13][CH:12]=4)[CH2:59][CH2:60]3)[N:45]=2)[CH:39]=[CH:40][C:41]=1[O:42][CH3:43]. The catalyst class is: 2.